Task: Regression. Given a peptide amino acid sequence and an MHC pseudo amino acid sequence, predict their binding affinity value. This is MHC class I binding data.. Dataset: Peptide-MHC class I binding affinity with 185,985 pairs from IEDB/IMGT (1) The peptide sequence is TTIGEWAFW. The MHC is HLA-B39:01 with pseudo-sequence HLA-B39:01. The binding affinity (normalized) is 0.0847. (2) The peptide sequence is MPLFPTFSM. The MHC is H-2-Ld with pseudo-sequence H-2-Ld. The binding affinity (normalized) is 0.734. (3) The peptide sequence is RQGSTPLAL. The MHC is HLA-B07:02 with pseudo-sequence HLA-B07:02. The binding affinity (normalized) is 0.410. (4) The peptide sequence is ARADGILRF. The MHC is HLA-B08:01 with pseudo-sequence HLA-B08:01. The binding affinity (normalized) is 0.0847. (5) The peptide sequence is GFPSLESSF. The MHC is HLA-B35:01 with pseudo-sequence HLA-B35:01. The binding affinity (normalized) is 0.374.